Dataset: Full USPTO retrosynthesis dataset with 1.9M reactions from patents (1976-2016). Task: Predict the reactants needed to synthesize the given product. Given the product [F:24][C:25]1[CH:30]=[CH:29][CH:28]=[CH:27][C:26]=1[C:2]1[CH:3]=[C:4]2[C:9](=[CH:10][CH:11]=1)[CH:8]=[C:7]([S:12]([C:15]1[CH:20]=[CH:19][CH:18]=[CH:17][C:16]=1[C@@H:21]([OH:23])[CH3:22])(=[O:13])=[O:14])[CH:6]=[CH:5]2, predict the reactants needed to synthesize it. The reactants are: Br[C:2]1[CH:3]=[C:4]2[C:9](=[CH:10][CH:11]=1)[CH:8]=[C:7]([S:12]([C:15]1[CH:20]=[CH:19][CH:18]=[CH:17][C:16]=1[C@@H:21]([OH:23])[CH3:22])(=[O:14])=[O:13])[CH:6]=[CH:5]2.[F:24][C:25]1[CH:30]=[CH:29][CH:28]=[CH:27][C:26]=1B(O)O.C1(C)C=CC=CC=1P(C1C=CC=CC=1C)C1C=CC=CC=1C.C(=O)([O-])[O-].[Na+].[Na+].